This data is from Peptide-MHC class I binding affinity with 185,985 pairs from IEDB/IMGT. The task is: Regression. Given a peptide amino acid sequence and an MHC pseudo amino acid sequence, predict their binding affinity value. This is MHC class I binding data. (1) The peptide sequence is KLHCTERSL. The MHC is HLA-A25:01 with pseudo-sequence HLA-A25:01. The binding affinity (normalized) is 0.0847. (2) The peptide sequence is KINAWIKVV. The MHC is HLA-A02:06 with pseudo-sequence HLA-A02:06. The binding affinity (normalized) is 0.121.